The task is: Predict the reactants needed to synthesize the given product.. This data is from Full USPTO retrosynthesis dataset with 1.9M reactions from patents (1976-2016). (1) Given the product [NH2:1][C:2]1[CH:22]=[CH:21][C:5]([O:6][C:7]2[N:12]=[CH:11][N:10]=[C:9]([NH:13][C:14]([N:16]3[CH2:17][CH2:18][N:19]([CH3:24])[CH2:20]3)=[O:15])[CH:8]=2)=[C:4]([F:23])[CH:3]=1, predict the reactants needed to synthesize it. The reactants are: [NH2:1][C:2]1[CH:22]=[CH:21][C:5]([O:6][C:7]2[N:12]=[CH:11][N:10]=[C:9]([NH:13][C:14]([NH:16][CH2:17][CH2:18][NH:19][CH3:20])=[O:15])[CH:8]=2)=[C:4]([F:23])[CH:3]=1.[CH2:24]=O. (2) The reactants are: [O:1]=[C:2]1[CH:7]=[C:6]([O:8][CH:9]2[CH2:14][CH2:13][N:12]([C:15]([O:17][CH2:18][C:19]3[CH:24]=[CH:23][CH:22]=[CH:21][CH:20]=3)=[O:16])[CH2:11][CH2:10]2)[CH:5]=[CH:4][NH:3]1.Br[C:26]1[CH:31]=[CH:30][C:29]([S:32][CH3:33])=[CH:28][CH:27]=1.N1C2C(=CC=CC=2O)C=CC=1.C(=O)([O-])[O-].[K+].[K+]. Given the product [CH3:33][S:32][C:29]1[CH:30]=[CH:31][C:26]([N:3]2[CH:4]=[CH:5][C:6]([O:8][CH:9]3[CH2:14][CH2:13][N:12]([C:15]([O:17][CH2:18][C:19]4[CH:20]=[CH:21][CH:22]=[CH:23][CH:24]=4)=[O:16])[CH2:11][CH2:10]3)=[CH:7][C:2]2=[O:1])=[CH:27][CH:28]=1, predict the reactants needed to synthesize it. (3) Given the product [CH:1]1([N:6]2[C:10]3[N:11]=[C:12]([CH:20]4[CH2:21][CH2:22]4)[CH:13]=[C:14]([C:15]([OH:17])=[O:16])[C:9]=3[C:8]([CH3:23])=[N:7]2)[CH2:5][CH2:4][CH2:3][CH2:2]1, predict the reactants needed to synthesize it. The reactants are: [CH:1]1([N:6]2[C:10]3[N:11]=[C:12]([CH:20]4[CH2:22][CH2:21]4)[CH:13]=[C:14]([C:15]([O:17]CC)=[O:16])[C:9]=3[C:8]([CH3:23])=[N:7]2)[CH2:5][CH2:4][CH2:3][CH2:2]1.[OH-].[Na+]. (4) Given the product [C:1]([O:5][C@@H:6]([C:11]1[C:40]([CH3:41])=[C:39]([C:42]([OH:54])([CH3:44])[CH3:43])[C:38]2=[N:45][C:35]3=[CH:36][N:37]2[C:12]=1[N:13]1[CH2:50][CH2:49][C:16]([CH3:51])([O:17][CH2:18][CH2:19][CH2:20][CH2:21][C@H:22]([CH3:48])[O:23][C:24]2[CH:25]=[CH:26][C:27]([F:47])=[CH:28][C:29]=2[C:30]2[CH:46]=[C:34]3[CH:33]=[CH:32][CH:31]=2)[CH2:15][CH2:14]1)[C:7]([O:9][CH3:10])=[O:8])([CH3:2])([CH3:3])[CH3:4], predict the reactants needed to synthesize it. The reactants are: [C:1]([O:5][C@@H:6]([C:11]1[C:40]([CH3:41])=[C:39]([C:42]([CH3:44])=[CH2:43])[C:38]2=[N:45][C:35]3=[CH:36][N:37]2[C:12]=1[N:13]1[CH2:50][CH2:49][C:16]([CH3:51])([O:17][CH2:18][CH2:19][CH2:20][CH2:21][C@H:22]([CH3:48])[O:23][C:24]2[CH:25]=[CH:26][C:27]([F:47])=[CH:28][C:29]=2[C:30]2[CH:46]=[C:34]3[CH:33]=[CH:32][CH:31]=2)[CH2:15][CH2:14]1)[C:7]([O:9][CH3:10])=[O:8])([CH3:4])([CH3:3])[CH3:2].[BH4-].[Na+].[O:54]=O. (5) Given the product [Cl:1][C:2]1[C:3]([CH:10]2[CH2:11][CH2:12]2)=[N:4][CH:5]=[C:6]([CH3:8])[N:7]=1.[Cl:1][C:19]1[C:18]([CH3:22])=[N:17][CH:16]=[C:15]([CH:12]2[CH2:14][CH2:13]2)[N:20]=1, predict the reactants needed to synthesize it. The reactants are: [Cl:1][C:2]1[C:3]([CH2:10][CH3:11])=[N:4][CH:5]=[C:6]([CH2:8]C)[N:7]=1.[CH:12]1([CH:15]2[NH:20][C:19](=O)[CH:18]([CH3:22])[NH:17][C:16]2=O)[CH2:14][CH2:13]1.